Dataset: Forward reaction prediction with 1.9M reactions from USPTO patents (1976-2016). Task: Predict the product of the given reaction. (1) Given the reactants [CH:1]1([C:4]([C:6]2[CH:11]=[CH:10][C:9]([C:12]([CH3:16])([CH3:15])[C:13]#[N:14])=[CH:8][CH:7]=2)=[O:5])[CH2:3][CH2:2]1.C([OH:19])C.O, predict the reaction product. The product is: [CH:1]1([C:4]([C:6]2[CH:7]=[CH:8][C:9]([C:12]([CH3:16])([CH3:15])[C:13]([NH2:14])=[O:19])=[CH:10][CH:11]=2)=[O:5])[CH2:2][CH2:3]1. (2) Given the reactants [Cl:1][C:2]1[CH:7]=[CH:6][C:5]([CH2:8][NH2:9])=[CH:4][CH:3]=1.[CH:10](=O)[CH2:11][CH2:12][CH3:13], predict the reaction product. The product is: [Cl:1][C:2]1[CH:7]=[CH:6][C:5]([CH2:8][NH:9][CH2:10][CH2:11][CH2:12][CH3:13])=[CH:4][CH:3]=1. (3) Given the reactants [CH3:1][C:2]([O:5][C:6]([N:8]1[CH2:13][CH:12]=[C:11]([C:14]2[CH:19]=[CH:18][C:17]([NH2:20])=[CH:16][C:15]=2[F:21])[CH2:10][CH2:9]1)=[O:7])([CH3:4])[CH3:3], predict the reaction product. The product is: [CH3:4][C:2]([O:5][C:6]([N:8]1[CH2:9][CH2:10][CH:11]([C:14]2[CH:19]=[CH:18][C:17]([NH2:20])=[CH:16][C:15]=2[F:21])[CH2:12][CH2:13]1)=[O:7])([CH3:1])[CH3:3].